Dataset: Reaction yield outcomes from USPTO patents with 853,638 reactions. Task: Predict the reaction yield, written as a fraction of the theoretical maximum amount of product (1.0 means a 100% yield; for example, 0.34 means a 34% yield). (1) The reactants are [N:1]1[CH:6]=[CH:5][CH:4]=[C:3]([NH:7][C:8](=[O:15])OCC(Cl)(Cl)Cl)[CH:2]=1.Cl.Cl.[F:18][C:19]1[CH:24]=[CH:23][CH:22]=[C:21]([F:25])[C:20]=1[C:26]1[CH:31]=[CH:30][N:29]=[C:28]([N:32]2[CH2:37][CH2:36][NH:35][CH2:34][CH2:33]2)[N:27]=1. The catalyst is O1CCCC1.CCCCCC. The product is [F:18][C:19]1[CH:24]=[CH:23][CH:22]=[C:21]([F:25])[C:20]=1[C:26]1[CH:31]=[CH:30][N:29]=[C:28]([N:32]2[CH2:37][CH2:36][N:35]([C:8]([NH:7][C:3]3[CH:2]=[N:1][CH:6]=[CH:5][CH:4]=3)=[O:15])[CH2:34][CH2:33]2)[N:27]=1. The yield is 0.690. (2) The reactants are [CH3:1][C:2]([C:6]1[CH:11]=[CH:10][C:9]([N+:12]([O-:14])=[O:13])=[CH:8][CH:7]=1)([CH3:5])[C:3]#[N:4].Cl.[OH-].[Na+]. The catalyst is C1COCC1. The product is [CH3:5][C:2]([C:6]1[CH:11]=[CH:10][C:9]([N+:12]([O-:14])=[O:13])=[CH:8][CH:7]=1)([CH3:1])[CH2:3][NH2:4]. The yield is 0.900. (3) The reactants are COC1C=CC(C[NH:8][C:9]2[CH:14]=[CH:13][N:12]=[CH:11][N:10]=2)=CC=1.C[Si]([N-][Si](C)(C)C)(C)C.[Li+].[CH3:27][O:28][C:29]1[CH:34]=[C:33]([C:35]([F:38])([F:37])[F:36])[CH:32]=[CH:31][C:30]=1[C:39]1[N:40]=[CH:41][CH:42]=[C:43]2[C:48]=1[N:47]=[CH:46][C:45]([S:49](OC1C(F)=C(F)C(F)=C(F)C=1F)(=[O:51])=[O:50])=[CH:44]2.C(O)(C(F)(F)F)=O. The catalyst is C1COCC1.C(O)(=O)C.C(Cl)Cl.CO.O. The product is [CH3:27][O:28][C:29]1[CH:34]=[C:33]([C:35]([F:38])([F:37])[F:36])[CH:32]=[CH:31][C:30]=1[C:39]1[N:40]=[CH:41][CH:42]=[C:43]2[C:48]=1[N:47]=[CH:46][C:45]([S:49]([NH:8][C:9]1[CH:14]=[CH:13][N:12]=[CH:11][N:10]=1)(=[O:51])=[O:50])=[CH:44]2. The yield is 0.0511. (4) The reactants are [OH-].[Na+].[CH3:3][C:4]1[NH:5][CH:6]=[CH:7][CH:8]=1.Cl.Cl[CH2:11][CH2:12][NH2:13]. The catalyst is CCCC[N+](CCCC)(CCCC)CCCC.OS([O-])(=O)=O.C(#N)C. The product is [CH3:3][C:4]1[N:5]([CH2:11][CH2:12][NH2:13])[CH:6]=[CH:7][CH:8]=1. The yield is 1.00. (5) The reactants are [Cl:1][C:2]1[C:7]([C:8]2[CH2:9][C:10]([CH3:17])([CH3:16])[NH:11][C:12]([CH3:15])([CH3:14])[CH:13]=2)=[N:6][C:5]2[N:18]([CH:21]([CH3:23])[CH3:22])[N:19]=[CH:20][C:4]=2[C:3]=1[C:24]([OH:26])=O.[NH2:27][CH2:28][C:29]1[C:30](=[O:37])[NH:31][C:32]([CH3:36])=[CH:33][C:34]=1[CH3:35].C1CN([P+](ON2N=NC3C=CC=CC2=3)(N2CCCC2)N2CCCC2)CC1.F[P-](F)(F)(F)(F)F.O. The catalyst is CS(C)=O.CO.C(Cl)Cl. The product is [Cl:1][C:2]1[C:7]([C:8]2[CH2:9][C:10]([CH3:17])([CH3:16])[NH:11][C:12]([CH3:14])([CH3:15])[CH:13]=2)=[N:6][C:5]2[N:18]([CH:21]([CH3:23])[CH3:22])[N:19]=[CH:20][C:4]=2[C:3]=1[C:24]([NH:27][CH2:28][C:29]1[C:30](=[O:37])[NH:31][C:32]([CH3:36])=[CH:33][C:34]=1[CH3:35])=[O:26]. The yield is 0.260. (6) The reactants are Cl.[NH2:2][OH:3].[F:4][C:5]1[C:12]([I:13])=[CH:11][CH:10]=[CH:9][C:6]=1[CH:7]=O. The catalyst is C(O)C. The product is [F:4][C:5]1[C:12]([I:13])=[CH:11][CH:10]=[CH:9][C:6]=1[CH:7]=[N:2][OH:3]. The yield is 0.970. (7) The reactants are [NH2:1][CH2:2][CH2:3][S:4]([OH:7])(=[O:6])=[O:5].[CH2:8]([O:15][C:16](Cl)=[O:17])[C:9]1[CH:14]=[CH:13][CH:12]=[CH:11][CH:10]=1.C(=O)(O)[O-].[Na+:23]. The catalyst is [OH-].[Na+].O. The product is [Na+:23].[CH2:8]([O:15][C:16]([NH:1][CH2:2][CH2:3][S:4]([O-:7])(=[O:6])=[O:5])=[O:17])[C:9]1[CH:14]=[CH:13][CH:12]=[CH:11][CH:10]=1. The yield is 0.140. (8) The reactants are [OH:1][C:2]1[NH:6][N:5]=[C:4]([C:7]([O:9][CH2:10][CH3:11])=[O:8])[CH:3]=1.C(=O)([O-])[O-].[K+].[K+].Cl[CH:19]1[CH2:24][CH2:23][CH2:22][CH2:21][C:20]1=[O:25]. The catalyst is C(#N)C. The product is [CH2:10]([O:9][C:7]([C:4]1[CH:3]=[C:2]([O:1][CH:19]2[CH2:24][CH2:23][CH2:22][CH2:21][C:20]2=[O:25])[NH:6][N:5]=1)=[O:8])[CH3:11]. The yield is 0.490. (9) The reactants are F[C:2]1[CH:10]=[C:9]([F:11])[CH:8]=[C:7]([F:12])[C:3]=1[C:4]([OH:6])=[O:5].[F:13][C:14]1[CH:20]=[C:19]([I:21])[CH:18]=[CH:17][C:15]=1[NH2:16].[NH2-].[Li+].Cl. The catalyst is C(#N)C. The product is [F:12][C:7]1[CH:8]=[C:9]([F:11])[CH:10]=[C:2]([NH:16][C:15]2[CH:17]=[CH:18][C:19]([I:21])=[CH:20][C:14]=2[F:13])[C:3]=1[C:4]([OH:6])=[O:5]. The yield is 0.590. (10) The reactants are [CH3:1][O:2][C:3]1[CH:4]=[C:5]2[C:10](=[CH:11][C:12]=1[O:13][CH3:14])[N:9]=[CH:8][N:7]=[C:6]2[O:15][C:16]1[CH:17]=[C:18]([CH:20]=[CH:21][CH:22]=1)[NH2:19].[C:23](=O)([O-:25])[NH2:24].C(N(CC)C(C)C)(C)C. No catalyst specified. The product is [CH3:1][O:2][C:3]1[CH:4]=[C:5]2[C:10](=[CH:11][C:12]=1[O:13][CH3:14])[N:9]=[CH:8][N:7]=[C:6]2[O:15][C:16]1[CH:17]=[C:18]([NH:19][C:23](=[O:25])[NH2:24])[CH:20]=[CH:21][CH:22]=1. The yield is 0.450.